This data is from Catalyst prediction with 721,799 reactions and 888 catalyst types from USPTO. The task is: Predict which catalyst facilitates the given reaction. (1) Reactant: [N+:1]([C:4]1[CH:5]=[C:6]([CH:11]=[CH:12][C:13]=1[C:14]1[O:15][C:16]([C:19]2[CH:24]=[CH:23][C:22]([C:25]([F:28])([F:27])[F:26])=[CH:21][CH:20]=2)=[N:17][N:18]=1)[C:7]([O:9]C)=[O:8])([O-:3])=[O:2].[OH-].[Na+].Cl. Product: [N+:1]([C:4]1[CH:5]=[C:6]([CH:11]=[CH:12][C:13]=1[C:14]1[O:15][C:16]([C:19]2[CH:24]=[CH:23][C:22]([C:25]([F:28])([F:27])[F:26])=[CH:21][CH:20]=2)=[N:17][N:18]=1)[C:7]([OH:9])=[O:8])([O-:3])=[O:2]. The catalyst class is: 7. (2) Reactant: [C:1]([C:4]1[C:9]([C:10]2[CH:15]=[CH:14][CH:13]=[C:12]([Cl:16])[CH:11]=2)=[N:8][N:7]([CH2:17][CH3:18])[C:6](=[O:19])[C:5]=1[N+:20]([O-])=O)(=[O:3])[CH3:2].N[C:24]1[CH:33]=[CH:32][CH:31]=[C:30]2[C:25]=1[CH:26]=[CH:27][N:28]=[CH:29]2. Product: [C:1]([C:4]1[C:9]([C:10]2[CH:15]=[CH:14][CH:13]=[C:12]([Cl:16])[CH:11]=2)=[N:8][N:7]([CH2:17][CH3:18])[C:6](=[O:19])[C:5]=1[NH:20][C:24]1[CH:33]=[CH:32][CH:31]=[C:30]2[C:25]=1[CH:26]=[CH:27][N:28]=[CH:29]2)(=[O:3])[CH3:2]. The catalyst class is: 8. (3) Reactant: [O:1]1[C:6]2[CH:7]=[CH:8][C:9]([CH:11]([C:13]3[CH:18]=[C:17]([O:19][CH3:20])[CH:16]=[C:15]([O:21][CH3:22])[CH:14]=3)[OH:12])=[CH:10][C:5]=2[O:4][CH2:3][CH2:2]1. Product: [O:1]1[C:6]2[CH:7]=[CH:8][C:9]([C:11]([C:13]3[CH:18]=[C:17]([O:19][CH3:20])[CH:16]=[C:15]([O:21][CH3:22])[CH:14]=3)=[O:12])=[CH:10][C:5]=2[O:4][CH2:3][CH2:2]1. The catalyst class is: 177. (4) Reactant: [F-].C([N+](CCCC)(CCCC)CCCC)CCC.[OH:19][CH:20]([C:31]1[C:32]([C:46]2[CH:51]=[CH:50][CH:49]=[CH:48][CH:47]=2)=[N:33][N:34]2[C:39]([Si](C)(C)C)=[C:38]([S:44][CH3:45])[CH:37]=[CH:36][C:35]=12)[C:21]1[N:26]=[C:25]([C:27]([O:29][CH3:30])=[O:28])[CH:24]=[CH:23][CH:22]=1.[Cl-].[NH4+]. Product: [OH:19][CH:20]([C:31]1[C:32]([C:46]2[CH:51]=[CH:50][CH:49]=[CH:48][CH:47]=2)=[N:33][N:34]2[CH:39]=[C:38]([S:44][CH3:45])[CH:37]=[CH:36][C:35]=12)[C:21]1[N:26]=[C:25]([C:27]([O:29][CH3:30])=[O:28])[CH:24]=[CH:23][CH:22]=1. The catalyst class is: 7. (5) Reactant: Cl[C:2]1[C:14]2[C:13](=[O:15])[C:12]3[CH:11]=[N:10][CH:9]=[CH:8][C:7]=3[C:6]=2[C:5]2[CH:16]=[CH:17][C:18]([O:20][CH2:21][CH3:22])=[CH:19][C:4]=2[N:3]=1.[CH3:23][N:24]([CH3:28])[CH2:25][CH2:26][NH2:27]. Product: [CH3:23][N:24]([CH3:28])[CH2:25][CH2:26][NH:27][C:2]1[C:14]2[C:13](=[O:15])[C:12]3[CH:11]=[N:10][CH:9]=[CH:8][C:7]=3[C:6]=2[C:5]2[CH:16]=[CH:17][C:18]([O:20][CH2:21][CH3:22])=[CH:19][C:4]=2[N:3]=1. The catalyst class is: 4. (6) Reactant: Cl[C:2]([C:4]1[CH:5]=[C:6]([CH:42]=[CH:43][C:44]=1[CH3:45])[CH2:7][O:8][CH:9]1[CH:14]([C:15]2[CH:20]=[CH:19][C:18]([O:21][CH2:22][CH2:23][CH2:24][O:25][CH2:26][C:27]3[CH:32]=[CH:31][CH:30]=[CH:29][C:28]=3[O:33][CH3:34])=[CH:17][CH:16]=2)[CH2:13][CH2:12][N:11]([C:35]([O:37][C:38]([CH3:41])([CH3:40])[CH3:39])=[O:36])[CH2:10]1)=[O:3].[CH3:46][O:47][CH2:48][CH2:49][NH:50][CH3:51]. Product: [CH3:34][O:33][C:28]1[CH:29]=[CH:30][CH:31]=[CH:32][C:27]=1[CH2:26][O:25][CH2:24][CH2:23][CH2:22][O:21][C:18]1[CH:19]=[CH:20][C:15]([CH:14]2[CH2:13][CH2:12][N:11]([C:35]([O:37][C:38]([CH3:41])([CH3:40])[CH3:39])=[O:36])[CH2:10][CH:9]2[O:8][CH2:7][C:6]2[CH:42]=[CH:43][C:44]([CH3:45])=[C:4]([C:2](=[O:3])[N:50]([CH2:49][CH2:48][O:47][CH3:46])[CH3:51])[CH:5]=2)=[CH:16][CH:17]=1. The catalyst class is: 11. (7) Reactant: C([NH:8][CH:9]([C:14]1[N:19]=[CH:18][C:17]([C:20]2[CH:25]=[CH:24][C:23]([C@H:26]3[O:30][C:29]([CH3:32])([CH3:31])[N:28]([C:33](=[O:37])[CH:34]([F:36])[F:35])[C@H:27]3[CH2:38][F:39])=[CH:22][CH:21]=2)=[CH:16][CH:15]=1)[C:10]([F:13])([F:12])[F:11])C1C=CC=CC=1. Product: [NH2:8][CH:9]([C:14]1[N:19]=[CH:18][C:17]([C:20]2[CH:21]=[CH:22][C:23]([C@H:26]3[O:30][C:29]([CH3:31])([CH3:32])[N:28]([C:33](=[O:37])[CH:34]([F:36])[F:35])[C@H:27]3[CH2:38][F:39])=[CH:24][CH:25]=2)=[CH:16][CH:15]=1)[C:10]([F:13])([F:12])[F:11]. The catalyst class is: 19.